This data is from Catalyst prediction with 721,799 reactions and 888 catalyst types from USPTO. The task is: Predict which catalyst facilitates the given reaction. Reactant: [S:1]1[CH:5]=[CH:4][N:3]=[C:2]1[C:6]([OH:8])=O.CCN(C(C)C)C(C)C.CN(C(ON1N=NC2C=CC=CC1=2)=[N+](C)C)C.F[P-](F)(F)(F)(F)F.[CH:42]([N:55]1[CH2:58][CH:57]([C:59]2([OH:65])[CH2:64][CH2:63][NH:62][CH2:61][CH2:60]2)[CH2:56]1)([C:49]1[CH:54]=[CH:53][CH:52]=[CH:51][CH:50]=1)[C:43]1[CH:48]=[CH:47][CH:46]=[CH:45][CH:44]=1. Product: [CH:42]([N:55]1[CH2:56][CH:57]([C:59]2([OH:65])[CH2:64][CH2:63][N:62]([C:6]([C:2]3[S:1][CH:5]=[CH:4][N:3]=3)=[O:8])[CH2:61][CH2:60]2)[CH2:58]1)([C:43]1[CH:44]=[CH:45][CH:46]=[CH:47][CH:48]=1)[C:49]1[CH:54]=[CH:53][CH:52]=[CH:51][CH:50]=1. The catalyst class is: 3.